This data is from Full USPTO retrosynthesis dataset with 1.9M reactions from patents (1976-2016). The task is: Predict the reactants needed to synthesize the given product. (1) Given the product [ClH:17].[CH3:15][C:7]1[CH:6]=[C:5]([CH:10]=[C:9]([CH2:11][CH:12]([CH3:14])[CH3:13])[N:8]=1)[C:4]([OH:16])=[O:3], predict the reactants needed to synthesize it. The reactants are: C([O:3][C:4](=[O:16])[C:5]1[CH:10]=[C:9]([CH2:11][CH:12]([CH3:14])[CH3:13])[N:8]=[C:7]([CH3:15])[CH:6]=1)C.[ClH:17]. (2) The reactants are: [Cl:1][C:2]1[CH:7]=[CH:6][C:5]([C:8]2([C@@H:12]([NH2:17])[CH2:13][CH:14]([CH3:16])[CH3:15])[CH2:11][CH2:10][CH2:9]2)=[CH:4][CH:3]=1.[C:18]([NH:25][C@H:26]([C:31](O)=[O:32])[C@H:27]([CH2:29][CH3:30])[CH3:28])([O:20][C:21]([CH3:24])([CH3:23])[CH3:22])=[O:19]. Given the product [C:18]([NH:25][C@@H:26]([C@@H:27]([CH3:28])[CH2:29][CH3:30])[C:31]([NH:17][C@H:12]([C:8]1([C:5]2[CH:4]=[CH:3][C:2]([Cl:1])=[CH:7][CH:6]=2)[CH2:11][CH2:10][CH2:9]1)[CH2:13][CH:14]([CH3:15])[CH3:16])=[O:32])([O:20][C:21]([CH3:22])([CH3:23])[CH3:24])=[O:19], predict the reactants needed to synthesize it. (3) Given the product [Cl:1][C:2]1[CH:7]=[C:6]([C:8]2([C:10]([F:11])([F:12])[F:13])[O:44][N:43]=[C:42]([C:45]3[CH:56]=[CH:55][C:48]4[B:49]([OH:54])[O:50][C:51]([CH3:53])([CH3:52])[C:47]=4[CH:46]=3)[CH2:9]2)[CH:5]=[C:4]([C:14]([F:15])([F:16])[F:17])[CH:3]=1, predict the reactants needed to synthesize it. The reactants are: [Cl:1][C:2]1[CH:7]=[C:6]([C:8]([C:10]([F:13])([F:12])[F:11])=[CH2:9])[CH:5]=[C:4]([C:14]([F:17])([F:16])[F:15])[CH:3]=1.ClC1C=C(C(C(F)(F)F)=C)C=C(Cl)C=1.ClC1C=C(C2(C(F)(F)F)[O:44][N:43]=[C:42]([C:45]3[CH:56]=[CH:55][C:48]4[B:49]([OH:54])[O:50][C:51]([CH3:53])([CH3:52])[C:47]=4[CH:46]=3)C2)C=C(Cl)C=1. (4) Given the product [OH:1][CH2:2][CH2:3][O:4][C:5]1[CH:15]=[CH:14][C:8]([C:9]([OH:11])=[O:10])=[CH:7][C:6]=1[O:16][CH3:17], predict the reactants needed to synthesize it. The reactants are: [OH:1][CH2:2][CH2:3][O:4][C:5]1[CH:15]=[CH:14][C:8]([C:9]([O:11]CC)=[O:10])=[CH:7][C:6]=1[O:16][CH3:17].[OH-].[K+]. (5) Given the product [C:1]([O:4][C:5]1[CH:10]=[CH:9][C:8]([F:33])=[C:7]([C:11](=[O:27])[NH:12][C:13]2[C:14]([F:26])=[C:15]([F:25])[C:16]([C:21]([F:24])([F:22])[F:23])=[C:17]([F:20])[C:18]=2[F:19])[CH:6]=1)(=[O:3])[CH3:2], predict the reactants needed to synthesize it. The reactants are: [C:1]([O:4][C:5]1[CH:10]=[CH:9][CH:8]=[C:7]([C:11](=[O:27])[NH:12][C:13]2[C:18]([F:19])=[C:17]([F:20])[C:16]([C:21]([F:24])([F:23])[F:22])=[C:15]([F:25])[C:14]=2[F:26])[CH:6]=1)(=[O:3])[CH3:2].[O-]S(C(F)(F)[F:33])(=O)=O.F[N+]1C(C)=CC(C)=CC=1C.